Dataset: Reaction yield outcomes from USPTO patents with 853,638 reactions. Task: Predict the reaction yield, written as a fraction of the theoretical maximum amount of product (1.0 means a 100% yield; for example, 0.34 means a 34% yield). The reactants are [F:1][C:2]([F:14])([C:6]1[CH:11]=[CH:10][C:9]([F:12])=[CH:8][C:7]=1[CH3:13])[C:3]([OH:5])=O.P(Cl)(Cl)(Cl)=O.Cl.[NH2:21][CH2:22][C:23]1[CH:24]=[C:25]2[C:29](=[CH:30][CH:31]=1)[C:28](=[O:32])[N:27]([CH:33]1[CH2:38][CH2:37][C:36](=[O:39])[NH:35][C:34]1=[O:40])[CH2:26]2.C(=O)(O)[O-].[Na+]. The catalyst is N1C=CC=CC=1. The product is [O:40]=[C:34]1[CH:33]([N:27]2[CH2:26][C:25]3[C:29](=[CH:30][CH:31]=[C:23]([CH2:22][NH:21][C:3](=[O:5])[C:2]([F:1])([F:14])[C:6]4[CH:11]=[CH:10][C:9]([F:12])=[CH:8][C:7]=4[CH3:13])[CH:24]=3)[C:28]2=[O:32])[CH2:38][CH2:37][C:36](=[O:39])[NH:35]1. The yield is 0.180.